The task is: Predict the product of the given reaction.. This data is from Forward reaction prediction with 1.9M reactions from USPTO patents (1976-2016). Given the reactants [Cl:1][CH2:2][CH2:3][C:4]1[C:9](=[O:10])[N:8]2[CH:11]=[CH:12][CH:13]=[C:14]([O:15]CC3C=CC=CC=3)[C:7]2=[N:6][C:5]=1[CH3:23].Cl.[H][H], predict the reaction product. The product is: [Cl:1][CH2:2][CH2:3][C:4]1[C:9](=[O:10])[N:8]2[CH2:11][CH2:12][CH2:13][CH:14]([OH:15])[C:7]2=[N:6][C:5]=1[CH3:23].